This data is from Full USPTO retrosynthesis dataset with 1.9M reactions from patents (1976-2016). The task is: Predict the reactants needed to synthesize the given product. Given the product [N:1]1([C:7]2[N:12]=[C:11]([N:13]3[CH2:18][CH2:17][O:16][CH2:15][CH2:14]3)[N:10]=[C:9]([C:19]3[CH:25]=[CH:24][C:22]([NH:23][C:35]([NH:34][C:31]4[CH:32]=[CH:33][C:28]([O:27][CH3:26])=[CH:29][CH:30]=4)=[O:36])=[CH:21][CH:20]=3)[N:8]=2)[CH2:2][CH2:3][O:4][CH2:5][CH2:6]1, predict the reactants needed to synthesize it. The reactants are: [N:1]1([C:7]2[N:12]=[C:11]([N:13]3[CH2:18][CH2:17][O:16][CH2:15][CH2:14]3)[N:10]=[C:9]([C:19]3[CH:25]=[CH:24][C:22]([NH2:23])=[CH:21][CH:20]=3)[N:8]=2)[CH2:6][CH2:5][O:4][CH2:3][CH2:2]1.[CH3:26][O:27][C:28]1[CH:33]=[CH:32][C:31]([N:34]=[C:35]=[O:36])=[CH:30][CH:29]=1.